From a dataset of Reaction yield outcomes from USPTO patents with 853,638 reactions. Predict the reaction yield, written as a fraction of the theoretical maximum amount of product (1.0 means a 100% yield; for example, 0.34 means a 34% yield). (1) The reactants are [F:1][C:2]1[CH:7]=[CH:6][CH:5]=[C:4]([F:8])[C:3]=1[N:9]1[C:14]2[N:15]=[C:16]([NH:28][CH2:29][CH2:30][N:31]([CH3:33])[CH3:32])[N:17]=[C:18]([C:19]3[CH:20]=[C:21]([CH:25]=[CH:26][CH:27]=3)[C:22]([OH:24])=O)[C:13]=2[CH2:12][NH:11][C:10]1=[O:34].CN.[CH3:37][N:38](C(ON1N=NC2C=CC=NC1=2)=[N+](C)C)C.F[P-](F)(F)(F)(F)F.C(N(C(C)C)CC)(C)C. The product is [F:1][C:2]1[CH:7]=[CH:6][CH:5]=[C:4]([F:8])[C:3]=1[N:9]1[C:14]2[N:15]=[C:16]([NH:28][CH2:29][CH2:30][N:31]([CH3:33])[CH3:32])[N:17]=[C:18]([C:19]3[CH:20]=[C:21]([CH:25]=[CH:26][CH:27]=3)[C:22]([NH:38][CH3:37])=[O:24])[C:13]=2[CH2:12][NH:11][C:10]1=[O:34]. The yield is 0.650. The catalyst is C(Cl)Cl.O. (2) The reactants are [CH3:1][C:2]1[O:3][C:4]2[CH:10]=[CH:9][C:8]([C:11]([OH:13])=O)=[CH:7][C:5]=2[N:6]=1.[NH2:14][C:15]1[CH:16]=[C:17]([CH:21]=[CH:22][C:23]=1O)[C:18](O)=O.C(OC)(OC)(OC)C. No catalyst specified. The product is [CH2:23]([CH:15]([NH:14][C:11]([C:8]1[CH:9]=[CH:10][C:4]2[O:3][C:2]([CH3:1])=[N:6][C:5]=2[CH:7]=1)=[O:13])[CH2:16][CH2:17][CH3:18])[CH2:22][CH3:21]. The yield is 0.800. (3) The reactants are [OH:1][C:2]1[CH:6]=[C:5]([CH3:7])[NH:4][N:3]=1.[C:8]1([N:14]=[C:15]=[O:16])[CH:13]=[CH:12][CH:11]=[CH:10][CH:9]=1. No catalyst specified. The product is [C:8]1([NH:14][C:15]([N:4]2[C:5]([CH3:7])=[CH:6][C:2]([OH:1])=[N:3]2)=[O:16])[CH:13]=[CH:12][CH:11]=[CH:10][CH:9]=1. The yield is 0.189. (4) The reactants are Br[C:2]1[CH:3]=[N:4][CH:5]=[C:6]([N+:9]([O-:11])=[O:10])[C:7]=1[NH2:8].[N:12]1[CH:17]=[CH:16][CH:15]=[C:14](B(O)O)[CH:13]=1.C([O-])([O-])=O.[Na+].[Na+]. The catalyst is Cl[Pd](Cl)([P](C1C=CC=CC=1)(C1C=CC=CC=1)C1C=CC=CC=1)[P](C1C=CC=CC=1)(C1C=CC=CC=1)C1C=CC=CC=1.O1CCOCC1. The product is [N+:9]([C:6]1[C:7]([NH2:8])=[C:2]([C:14]2[CH:13]=[N:12][CH:17]=[CH:16][CH:15]=2)[CH:3]=[N:4][CH:5]=1)([O-:11])=[O:10]. The yield is 0.870.